From a dataset of NCI-60 drug combinations with 297,098 pairs across 59 cell lines. Regression. Given two drug SMILES strings and cell line genomic features, predict the synergy score measuring deviation from expected non-interaction effect. Drug 1: C1=CC(=CC=C1CCCC(=O)O)N(CCCl)CCCl. Drug 2: CC(C)CN1C=NC2=C1C3=CC=CC=C3N=C2N. Cell line: SK-MEL-28. Synergy scores: CSS=1.57, Synergy_ZIP=-4.62, Synergy_Bliss=-9.47, Synergy_Loewe=-10.5, Synergy_HSA=-10.5.